The task is: Predict the reaction yield, written as a fraction of the theoretical maximum amount of product (1.0 means a 100% yield; for example, 0.34 means a 34% yield).. This data is from Reaction yield outcomes from USPTO patents with 853,638 reactions. (1) The reactants are CP(C)C.[N:5]([C@H:8]1[C@@H:13]2[C@@H:11]([C@H:12]2[C:14]([O:16][C:17]([CH3:20])([CH3:19])[CH3:18])=[O:15])[C@:10]([NH:28][C:29]([O:31][C:32]([CH3:35])([CH3:34])[CH3:33])=[O:30])([C:21]([O:23][C:24]([CH3:27])([CH3:26])[CH3:25])=[O:22])[C@@H:9]1[O:36][CH2:37][C:38]1[CH:43]=[CH:42][C:41]([Cl:44])=[C:40]([Cl:45])[CH:39]=1)=[N+]=[N-].C(=O)(O)[O-].[Na+]. The catalyst is O1CCCC1.O. The product is [NH2:5][C@H:8]1[C@@H:13]2[C@@H:11]([C@H:12]2[C:14]([O:16][C:17]([CH3:18])([CH3:19])[CH3:20])=[O:15])[C@:10]([NH:28][C:29]([O:31][C:32]([CH3:34])([CH3:35])[CH3:33])=[O:30])([C:21]([O:23][C:24]([CH3:25])([CH3:26])[CH3:27])=[O:22])[C@@H:9]1[O:36][CH2:37][C:38]1[CH:43]=[CH:42][C:41]([Cl:44])=[C:40]([Cl:45])[CH:39]=1. The yield is 0.970. (2) The reactants are S(Cl)(Cl)=O.Cl.[N:6]1[CH:11]=[CH:10][C:9]([CH2:12][C:13]([OH:15])=[O:14])=[CH:8][CH:7]=1.C(=O)(O)[O-].[Na+].[CH3:21][CH2:22]O. No catalyst specified. The product is [N:6]1[CH:11]=[CH:10][C:9]([CH2:12][C:13]([O:15][CH2:21][CH3:22])=[O:14])=[CH:8][CH:7]=1. The yield is 0.862. (3) The reactants are [C:1]1([CH3:10])[CH:6]=[CH:5][C:4]([S@@:7]([NH2:9])=[O:8])=[CH:3][CH:2]=1.[CH3:11][C@@H:12]([C@@H:15]([O:17][CH2:18][C:19]1[CH:24]=[CH:23][CH:22]=CC=1)[CH3:16])[CH:13]=O.[OH2:25]. The catalyst is ClCCl. The product is [CH3:13][C@@H:12]([C@@H:15]([O:17][CH:18]1[CH2:19][CH2:24][CH2:23][CH2:22][O:25]1)[CH3:16])[CH:11]=[N:9][S@:7]([C:4]1[CH:5]=[CH:6][C:1]([CH3:10])=[CH:2][CH:3]=1)=[O:8]. The yield is 0.770.